This data is from NCI-60 drug combinations with 297,098 pairs across 59 cell lines. The task is: Regression. Given two drug SMILES strings and cell line genomic features, predict the synergy score measuring deviation from expected non-interaction effect. (1) Drug 1: COC1=NC(=NC2=C1N=CN2C3C(C(C(O3)CO)O)O)N. Drug 2: C(CN)CNCCSP(=O)(O)O. Cell line: HCT116. Synergy scores: CSS=6.42, Synergy_ZIP=-1.85, Synergy_Bliss=-1.40, Synergy_Loewe=0.315, Synergy_HSA=-3.59. (2) Drug 1: CC(C)(C#N)C1=CC(=CC(=C1)CN2C=NC=N2)C(C)(C)C#N. Drug 2: C1=NC2=C(N=C(N=C2N1C3C(C(C(O3)CO)O)F)Cl)N. Cell line: LOX IMVI. Synergy scores: CSS=-7.07, Synergy_ZIP=7.46, Synergy_Bliss=4.42, Synergy_Loewe=-6.36, Synergy_HSA=-6.95. (3) Drug 1: CN1C2=C(C=C(C=C2)N(CCCl)CCCl)N=C1CCCC(=O)O.Cl. Drug 2: CC1C(C(CC(O1)OC2CC(CC3=C2C(=C4C(=C3O)C(=O)C5=CC=CC=C5C4=O)O)(C(=O)C)O)N)O. Cell line: HCC-2998. Synergy scores: CSS=64.4, Synergy_ZIP=-2.92, Synergy_Bliss=-0.610, Synergy_Loewe=-31.3, Synergy_HSA=0.517. (4) Drug 1: CC12CCC3C(C1CCC2=O)CC(=C)C4=CC(=O)C=CC34C. Drug 2: C1=NC(=NC(=O)N1C2C(C(C(O2)CO)O)O)N. Cell line: COLO 205. Synergy scores: CSS=56.7, Synergy_ZIP=0.558, Synergy_Bliss=5.90, Synergy_Loewe=-5.42, Synergy_HSA=2.36. (5) Drug 1: CCCCC(=O)OCC(=O)C1(CC(C2=C(C1)C(=C3C(=C2O)C(=O)C4=C(C3=O)C=CC=C4OC)O)OC5CC(C(C(O5)C)O)NC(=O)C(F)(F)F)O. Drug 2: C1C(C(OC1N2C=NC(=NC2=O)N)CO)O. Cell line: HCC-2998. Synergy scores: CSS=36.7, Synergy_ZIP=-4.99, Synergy_Bliss=-4.20, Synergy_Loewe=-5.63, Synergy_HSA=-3.18. (6) Drug 1: COC1=C(C=C2C(=C1)N=CN=C2NC3=CC(=C(C=C3)F)Cl)OCCCN4CCOCC4. Drug 2: CC1=C2C(C(=O)C3(C(CC4C(C3C(C(C2(C)C)(CC1OC(=O)C(C(C5=CC=CC=C5)NC(=O)C6=CC=CC=C6)O)O)OC(=O)C7=CC=CC=C7)(CO4)OC(=O)C)O)C)OC(=O)C. Cell line: TK-10. Synergy scores: CSS=40.8, Synergy_ZIP=-0.513, Synergy_Bliss=0.882, Synergy_Loewe=3.42, Synergy_HSA=3.76.